This data is from Forward reaction prediction with 1.9M reactions from USPTO patents (1976-2016). The task is: Predict the product of the given reaction. Given the reactants [NH2:1][C:2]1[N:10]=[CH:9][N:8]=[C:7]2[C:3]=1[N:4]=[CH:5][N:6]2[C@H:11]1[C@@H:15]2[O:16][C:17]([CH3:20])([CH3:19])[O:18][C@@H:14]2[C@@H:13]([CH2:21][S:22][CH2:23][CH2:24][CH2:25][N:26]2C(=O)C3C(=CC=CC=3)C2=O)[O:12]1.NN.O, predict the reaction product. The product is: [NH2:26][CH2:25][CH2:24][CH2:23][S:22][CH2:21][C@@H:13]1[C@H:14]2[O:18][C:17]([CH3:20])([CH3:19])[O:16][C@H:15]2[C@H:11]([N:6]2[CH:5]=[N:4][C:3]3[C:7]2=[N:8][CH:9]=[N:10][C:2]=3[NH2:1])[O:12]1.